Dataset: Reaction yield outcomes from USPTO patents with 853,638 reactions. Task: Predict the reaction yield, written as a fraction of the theoretical maximum amount of product (1.0 means a 100% yield; for example, 0.34 means a 34% yield). (1) The reactants are [F:1][C:2]1[CH:10]=[CH:9][C:8]([CH2:11][C:12]2[C:21]3[C:16](=[CH:17][CH:18]=[CH:19][CH:20]=3)[C:15](=[O:22])[NH:14][N:13]=2)=[CH:7][C:3]=1[C:4]([OH:6])=O.[OH:23][CH:24]1[CH2:29][CH2:28][NH:27][CH2:26][CH2:25]1.C(N(CC)CC)C.F[P-](F)(F)(F)(F)F.N1(OC(N(C)C)=[N+](C)C)C2C=CC=CC=2N=N1. The catalyst is CN(C)C(=O)C.O. The product is [F:1][C:2]1[CH:10]=[CH:9][C:8]([CH2:11][C:12]2[C:21]3[C:16](=[CH:17][CH:18]=[CH:19][CH:20]=3)[C:15](=[O:22])[NH:14][N:13]=2)=[CH:7][C:3]=1[C:4]([N:27]1[CH2:28][CH2:29][CH:24]([OH:23])[CH2:25][CH2:26]1)=[O:6]. The yield is 0.970. (2) The reactants are [CH:1]([C:4]1[C:8]([CH2:9][CH2:10][CH2:11][OH:12])=[CH:7][N:6]([C:13]2[CH:18]=[CH:17][C:16]([C:19]([F:22])([F:21])[F:20])=[CH:15][N:14]=2)[N:5]=1)([CH3:3])[CH3:2].[CH2:23]([N:25]1[CH:29]=[C:28]([CH2:30][C:31]([O:33]C)=[O:32])[C:27](O)=[N:26]1)[CH3:24].C(P(CCCC)CCCC)CCC.N(C(N1CCCCC1)=O)=NC(N1CCCCC1)=O. The catalyst is O1CCCC1. The product is [CH2:23]([N:25]1[CH:29]=[C:28]([CH2:30][C:31]([OH:33])=[O:32])[C:27]([O:12][CH2:11][CH2:10][CH2:9][C:8]2[C:4]([CH:1]([CH3:3])[CH3:2])=[N:5][N:6]([C:13]3[CH:18]=[CH:17][C:16]([C:19]([F:21])([F:20])[F:22])=[CH:15][N:14]=3)[CH:7]=2)=[N:26]1)[CH3:24]. The yield is 0.420. (3) The reactants are [Cl:1][C:2]1[CH:8]=[CH:7][CH:6]=[C:5]([CH3:9])[C:3]=1[NH2:4].N1C=CC=CC=1.[CH2:16]([O:18][CH:19]=[CH:20][C:21](Cl)=[O:22])[CH3:17].Cl. The catalyst is C1COCC1.O. The product is [Cl:1][C:2]1[CH:8]=[CH:7][CH:6]=[C:5]([CH3:9])[C:3]=1[NH:4][C:21](=[O:22])/[CH:20]=[CH:19]/[O:18][CH2:16][CH3:17]. The yield is 0.736. (4) The reactants are [CH3:1]N1CCOCC1.C(OC([CH2:15][NH:16][CH2:17][C:18]1[CH:19]=[C:20]([C:24]2[CH:29]=[CH:28][C:27]([CH2:30][CH:31]([O:35][CH2:36][CH3:37])[C:32](O)=[O:33])=[CH:26][CH:25]=2)[CH:21]=[CH:22][CH:23]=1)=O)(C)(C)C.[C:38]([NH:43][NH2:44])(=[O:42])[CH2:39][CH2:40][CH3:41].ON1C2C=C[CH:53]=[CH:54][C:49]=2N=N1.C(N=C=NC(C)C)(C)C.[C:64]([O:67]CC)(=[O:66])C. The catalyst is O1CCCC1. The yield is 1.00. The product is [C:38]([NH:43][NH:44][C:32](=[O:33])[CH:31]([O:35][CH2:36][CH3:37])[CH2:30][C:27]1[CH:28]=[CH:29][C:24]([C:20]2[CH:21]=[CH:22][CH:23]=[C:18]([CH2:17][N:16]([CH3:15])[C:64](=[O:66])[O:67][C:54]([CH3:53])([CH3:49])[CH3:1])[CH:19]=2)=[CH:25][CH:26]=1)(=[O:42])[CH2:39][CH2:40][CH3:41].